From a dataset of Forward reaction prediction with 1.9M reactions from USPTO patents (1976-2016). Predict the product of the given reaction. (1) Given the reactants Br[C:2]1[CH:3]=[C:4]([NH:10][C:11]2[CH:15]=[C:14]([CH2:16][N:17]([CH3:22])[CH:18]3[CH2:21][O:20][CH2:19]3)[N:13]([CH3:23])[N:12]=2)[C:5](=[O:9])[N:6]([CH3:8])[CH:7]=1.[C:24]([O:27][CH2:28][C:29]1[C:34](B2OC(C)(C)C(C)(C)O2)=[CH:33][C:32]([F:44])=[CH:31][C:30]=1[N:45]1[CH2:56][CH2:55][C:54]2[C:53]3[CH2:52][C:51]([CH3:58])(C)[CH2:50][C:49]=3[S:48][C:47]=2[C:46]1=[O:59])(=[O:26])[CH3:25].CC([O-])=O.[Na+], predict the reaction product. The product is: [C:24]([O:27][CH2:28][C:29]1[C:30]([N:45]2[C:46](=[O:59])[C:47]3[S:48][C:49]4[CH2:50][CH2:51][CH2:58][CH2:52][C:53]=4[C:54]=3[CH2:55][CH2:56]2)=[CH:31][C:32]([F:44])=[CH:33][C:34]=1[C:2]1[CH:3]=[C:4]([NH:10][C:11]2[CH:15]=[C:14]([CH2:16][N:17]([CH3:22])[CH:18]3[CH2:21][O:20][CH2:19]3)[N:13]([CH3:23])[N:12]=2)[C:5](=[O:9])[N:6]([CH3:8])[CH:7]=1)(=[O:26])[CH3:25]. (2) Given the reactants [Si:1]([O:8][CH2:9][CH2:10][CH2:11][C:12]1[CH:17]=[CH:16][C:15]([C:18]2[CH:23]=[CH:22][C:21]([C:24]([O:26]C)=[O:25])=[CH:20][CH:19]=2)=[C:14]([O:28][CH3:29])[CH:13]=1)([C:4]([CH3:7])([CH3:6])[CH3:5])([CH3:3])[CH3:2].[Li+].[OH-], predict the reaction product. The product is: [Si:1]([O:8][CH2:9][CH2:10][CH2:11][C:12]1[CH:17]=[CH:16][C:15]([C:18]2[CH:23]=[CH:22][C:21]([C:24]([OH:26])=[O:25])=[CH:20][CH:19]=2)=[C:14]([O:28][CH3:29])[CH:13]=1)([C:4]([CH3:5])([CH3:7])[CH3:6])([CH3:2])[CH3:3]. (3) The product is: [Cl:19][C:20]1[N:25]=[CH:24][N:23]=[C:22]([NH:5][C:4]2[CH:6]=[CH:7][C:8]([N:9]3[CH2:14][CH2:13][N:12]([CH:15]4[CH2:16][O:17][CH2:18]4)[CH2:11][CH2:10]3)=[C:2]([CH3:1])[CH:3]=2)[N:21]=1. Given the reactants [CH3:1][C:2]1[CH:3]=[C:4]([CH:6]=[CH:7][C:8]=1[N:9]1[CH2:14][CH2:13][N:12]([CH:15]2[CH2:18][O:17][CH2:16]2)[CH2:11][CH2:10]1)[NH2:5].[Cl:19][C:20]1[N:25]=[C:24](Cl)[N:23]=[CH:22][N:21]=1, predict the reaction product. (4) Given the reactants [CH2:1]([O:8][C:9]([NH:11][C@H:12]([C:17]([OH:19])=O)[CH2:13][CH2:14][S:15][CH3:16])=[O:10])[C:2]1[CH:7]=[CH:6][CH:5]=[CH:4][CH:3]=1.Cl.[C:21]([O:25][C:26](=[O:33])[C@H:27]([C@H:29]([CH2:31][CH3:32])[CH3:30])[NH2:28])([CH3:24])([CH3:23])[CH3:22].C1C=CC2N(O)N=NC=2C=1.Cl.CN(C)CCCN=C=NCC, predict the reaction product. The product is: [CH2:1]([O:8][C:9]([NH:11][C@H:12]([C:17]([NH:28][C@H:27]([C:26]([O:25][C:21]([CH3:23])([CH3:22])[CH3:24])=[O:33])[C@H:29]([CH2:31][CH3:32])[CH3:30])=[O:19])[CH2:13][CH2:14][S:15][CH3:16])=[O:10])[C:2]1[CH:3]=[CH:4][CH:5]=[CH:6][CH:7]=1. (5) Given the reactants [CH3:1][S:2][C:3]1[CH:8]=[CH:7][C:6](B(O)O)=[CH:5][CH:4]=1.Br[C:13]1[N:18]=[CH:17][C:16]([O:19][CH2:20][CH:21]2[CH2:26][CH2:25][N:24]([C:27]([O:29][CH:30]([CH3:32])[CH3:31])=[O:28])[CH2:23][CH2:22]2)=[CH:15][CH:14]=1.C([O-])([O-])=O.[Na+].[Na+], predict the reaction product. The product is: [CH3:1][S:2][C:3]1[CH:8]=[CH:7][C:6]([C:13]2[N:18]=[CH:17][C:16]([O:19][CH2:20][CH:21]3[CH2:22][CH2:23][N:24]([C:27]([O:29][CH:30]([CH3:32])[CH3:31])=[O:28])[CH2:25][CH2:26]3)=[CH:15][CH:14]=2)=[CH:5][CH:4]=1. (6) Given the reactants BrC1C=CC([CH2:8][C:9]([NH:11][C:12]2[CH:17]=[CH:16][C:15]([CH2:18][N:19]3[CH2:24][CH2:23][N:22]([CH2:25][CH3:26])[CH2:21][CH2:20]3)=[C:14]([C:27]([F:30])([F:29])[F:28])[CH:13]=2)=[O:10])=C(F)C=1.CC1(C)C(C)(C)OB(C2C=CC=NC=2)O1.C([O-])([O-])=O.[Cs+].[Cs+], predict the reaction product. The product is: [CH2:25]([N:22]1[CH2:23][CH2:24][N:19]([CH2:18][C:15]2[CH:16]=[CH:17][C:12]([NH:11][C:9](=[O:10])[CH3:8])=[CH:13][C:14]=2[C:27]([F:29])([F:28])[F:30])[CH2:20][CH2:21]1)[CH3:26]. (7) Given the reactants Br[C:2]1[C:7]([C:8]2[CH:13]=[CH:12][C:11]([F:14])=[CH:10][C:9]=2[F:15])=[C:6]([F:16])[C:5]([O:17][CH:18]([CH3:20])[CH3:19])=[C:4]([CH:21]=[O:22])[CH:3]=1.[CH:23]1(B(O)O)[CH2:25][CH2:24]1, predict the reaction product. The product is: [CH:23]1([C:2]2[C:7]([C:8]3[CH:13]=[CH:12][C:11]([F:14])=[CH:10][C:9]=3[F:15])=[C:6]([F:16])[C:5]([O:17][CH:18]([CH3:20])[CH3:19])=[C:4]([CH:21]=[O:22])[CH:3]=2)[CH2:25][CH2:24]1.